Dataset: Reaction yield outcomes from USPTO patents with 853,638 reactions. Task: Predict the reaction yield, written as a fraction of the theoretical maximum amount of product (1.0 means a 100% yield; for example, 0.34 means a 34% yield). The reactants are CC(C[AlH]CC(C)C)C.[C:10]([O:14][C:15]([NH:17][C:18]1[CH:23]=[C:22]([CH:24]([CH3:30])[C:25](OCC)=[O:26])[CH:21]=[CH:20][N:19]=1)=[O:16])([CH3:13])([CH3:12])[CH3:11].O.[O-]S([O-])(=O)=O.[Mg+2]. The catalyst is C1COCC1.C(Cl)Cl. The product is [OH:26][CH2:25][CH:24]([C:22]1[CH:21]=[CH:20][N:19]=[C:18]([NH:17][C:15](=[O:16])[O:14][C:10]([CH3:13])([CH3:12])[CH3:11])[CH:23]=1)[CH3:30]. The yield is 0.500.